This data is from Peptide-MHC class II binding affinity with 134,281 pairs from IEDB. The task is: Regression. Given a peptide amino acid sequence and an MHC pseudo amino acid sequence, predict their binding affinity value. This is MHC class II binding data. (1) The peptide sequence is PDEYVEQVAQYKALP. The MHC is HLA-DQA10401-DQB10402 with pseudo-sequence HLA-DQA10401-DQB10402. The binding affinity (normalized) is 0.166. (2) The peptide sequence is AGWDTVLQSITTILA. The MHC is HLA-DQA10101-DQB10501 with pseudo-sequence HLA-DQA10101-DQB10501. The binding affinity (normalized) is 0.224. (3) The peptide sequence is MLIESNLAGSNDNFL. The MHC is DRB1_0701 with pseudo-sequence DRB1_0701. The binding affinity (normalized) is 0.637. (4) The peptide sequence is SQDLELSWNFNGLQAY. The MHC is DRB1_1302 with pseudo-sequence DRB1_1302. The binding affinity (normalized) is 0.656. (5) The peptide sequence is KLLPVPPTVTIFKIS. The MHC is HLA-DQA10104-DQB10503 with pseudo-sequence HLA-DQA10104-DQB10503. The binding affinity (normalized) is 0.0563.